Dataset: Reaction yield outcomes from USPTO patents with 853,638 reactions. Task: Predict the reaction yield, written as a fraction of the theoretical maximum amount of product (1.0 means a 100% yield; for example, 0.34 means a 34% yield). (1) The catalyst is O1CCCC1.CO. The yield is 0.900. The reactants are [C:1]([C:4]1[C:34](=[O:35])[C@@:8]2([CH3:36])[C:9]3[C:15]([OH:16])=[CH:14][C:13]([O:17][CH3:18])=[C:12]([C:19]([NH:21][CH2:22][C:23]4[C:32]5[C:27](=[CH:28][CH:29]=[CH:30][CH:31]=5)[CH:26]=[CH:25][C:24]=4[CH3:33])=[O:20])[C:10]=3[O:11][C:7]2=[CH:6][C:5]=1[OH:37])(=O)[CH3:2].Cl.[CH2:39]([O:42][NH2:43])[CH2:40][CH3:41].C(=O)(O)[O-].[Na+]. The product is [OH:16][C:15]1[C:9]2[C@:8]3([CH3:36])[C:34](=[O:35])[C:4](/[C:1](=[N:43]/[O:42][CH2:39][CH2:40][CH3:41])/[CH3:2])=[C:5]([OH:37])[CH:6]=[C:7]3[O:11][C:10]=2[C:12]([C:19]([NH:21][CH2:22][C:23]2[C:32]3[C:27](=[CH:28][CH:29]=[CH:30][CH:31]=3)[CH:26]=[CH:25][C:24]=2[CH3:33])=[O:20])=[C:13]([O:17][CH3:18])[CH:14]=1. (2) The reactants are Cl.[NH2:2][C:3]1[CH:4]=[N:5][N:6]([CH2:8][C:9]([NH:11][C:12]2[CH:17]=[CH:16][CH:15]=[C:14]([F:18])[C:13]=2[F:19])=[O:10])[CH:7]=1.C(=O)(O)[O-].[Na+]. The catalyst is C(OCC)(=O)C. The product is [NH2:2][C:3]1[CH:4]=[N:5][N:6]([CH2:8][C:9]([NH:11][C:12]2[CH:17]=[CH:16][CH:15]=[C:14]([F:18])[C:13]=2[F:19])=[O:10])[CH:7]=1. The yield is 0.940. (3) The reactants are [CH3:1][O:2][C:3]1[CH:4]=[C:5]2C(=C[C:12]=1OC)N=[C:8]([O:15][C:16]1[C:25]([F:26])=[CH:24][C:19]3[N:20]=[C:21]([NH2:23])[S:22][C:18]=3[CH:17]=1)[CH:7]=[CH:6]2.CC[N:29]([CH2:32][CH3:33])CC.[C:34]1([CH2:40][C:41](Cl)=[O:42])[CH:39]=[CH:38][CH:37]=[CH:36][CH:35]=1.C1C[O:47][CH2:46]C1. The catalyst is C(C#N)(C)=O. The product is [CH3:1][O:2][C:3]1[CH:12]=[C:7]2[C:6](=[CH:5][C:4]=1[O:47][CH3:46])[N:29]=[CH:32][CH:33]=[C:8]2[O:15][C:16]1[C:25]([F:26])=[CH:24][C:19]2[N:20]=[C:21]([NH:23][C:41](=[O:42])[CH2:40][C:34]3[CH:39]=[CH:38][CH:37]=[CH:36][CH:35]=3)[S:22][C:18]=2[CH:17]=1. The yield is 0.590. (4) The catalyst is C1COCC1.CO. The yield is 0.763. The reactants are [Cl:1][C:2]1[CH:3]=[CH:4][C:5]([O:18][C:19]2[C:28]([F:29])=[CH:27][CH:26]=[CH:25][C:20]=2[C:21](OC)=[O:22])=[C:6]2[C:11]=1[NH:10][C:9](=[O:12])[NH:8][C:7]12[CH2:17][CH2:16][CH2:15][CH2:14][CH2:13]1.[Li+].[BH4-].C(=O)(O)[O-].[Na+]. The product is [Cl:1][C:2]1[CH:3]=[CH:4][C:5]([O:18][C:19]2[C:20]([CH2:21][OH:22])=[CH:25][CH:26]=[CH:27][C:28]=2[F:29])=[C:6]2[C:11]=1[NH:10][C:9](=[O:12])[NH:8][C:7]12[CH2:13][CH2:14][CH2:15][CH2:16][CH2:17]1.